The task is: Predict the reaction yield, written as a fraction of the theoretical maximum amount of product (1.0 means a 100% yield; for example, 0.34 means a 34% yield).. This data is from Reaction yield outcomes from USPTO patents with 853,638 reactions. The reactants are [CH3:1][O:2][CH2:3][CH2:4][CH2:5][C:6]1[C:11]2[C:12]([CH3:41])=[C:13]([CH2:15][O:16][C:17]3[CH:22]=[CH:21][C:20]([C:23]4[CH:28]=[CH:27][C:26]([S:29]([NH:32][C@H:33]([C:37]([O:39]C)=[O:38])[CH:34]([CH3:36])[CH3:35])(=[O:31])=[O:30])=[CH:25][CH:24]=4)=[CH:19][CH:18]=3)[O:14][C:10]=2[CH:9]=[CH:8][CH:7]=1.[OH-].[Li+].Cl.C(OCC)(=O)C. The catalyst is O1CCCC1.CO.O. The product is [CH3:1][O:2][CH2:3][CH2:4][CH2:5][C:6]1[C:11]2[C:12]([CH3:41])=[C:13]([CH2:15][O:16][C:17]3[CH:22]=[CH:21][C:20]([C:23]4[CH:28]=[CH:27][C:26]([S:29]([NH:32][C@H:33]([C:37]([OH:39])=[O:38])[CH:34]([CH3:36])[CH3:35])(=[O:31])=[O:30])=[CH:25][CH:24]=4)=[CH:19][CH:18]=3)[O:14][C:10]=2[CH:9]=[CH:8][CH:7]=1. The yield is 0.910.